This data is from NCI-60 drug combinations with 297,098 pairs across 59 cell lines. The task is: Regression. Given two drug SMILES strings and cell line genomic features, predict the synergy score measuring deviation from expected non-interaction effect. (1) Drug 1: CCC(=C(C1=CC=CC=C1)C2=CC=C(C=C2)OCCN(C)C)C3=CC=CC=C3.C(C(=O)O)C(CC(=O)O)(C(=O)O)O. Drug 2: CC1=C(C=C(C=C1)NC(=O)C2=CC=C(C=C2)CN3CCN(CC3)C)NC4=NC=CC(=N4)C5=CN=CC=C5. Cell line: CCRF-CEM. Synergy scores: CSS=33.8, Synergy_ZIP=9.73, Synergy_Bliss=11.8, Synergy_Loewe=12.4, Synergy_HSA=14.2. (2) Drug 1: COC1=C2C(=CC3=C1OC=C3)C=CC(=O)O2. Drug 2: COCCOC1=C(C=C2C(=C1)C(=NC=N2)NC3=CC=CC(=C3)C#C)OCCOC.Cl. Cell line: EKVX. Synergy scores: CSS=-2.06, Synergy_ZIP=1.62, Synergy_Bliss=3.02, Synergy_Loewe=-11.1, Synergy_HSA=-7.11. (3) Drug 1: CC1=CC=C(C=C1)C2=CC(=NN2C3=CC=C(C=C3)S(=O)(=O)N)C(F)(F)F. Drug 2: CCN(CC)CCNC(=O)C1=C(NC(=C1C)C=C2C3=C(C=CC(=C3)F)NC2=O)C. Cell line: ACHN. Synergy scores: CSS=2.02, Synergy_ZIP=-0.884, Synergy_Bliss=2.43, Synergy_Loewe=0.979, Synergy_HSA=1.84. (4) Drug 1: C1=CC(=C2C(=C1NCCNCCO)C(=O)C3=C(C=CC(=C3C2=O)O)O)NCCNCCO. Drug 2: CS(=O)(=O)OCCCCOS(=O)(=O)C. Cell line: A549. Synergy scores: CSS=49.0, Synergy_ZIP=-2.46, Synergy_Bliss=-0.474, Synergy_Loewe=-13.3, Synergy_HSA=1.44. (5) Drug 1: CCCS(=O)(=O)NC1=C(C(=C(C=C1)F)C(=O)C2=CNC3=C2C=C(C=N3)C4=CC=C(C=C4)Cl)F. Drug 2: CCCS(=O)(=O)NC1=C(C(=C(C=C1)F)C(=O)C2=CNC3=C2C=C(C=N3)C4=CC=C(C=C4)Cl)F. Cell line: RPMI-8226. Synergy scores: CSS=-4.84, Synergy_ZIP=6.94, Synergy_Bliss=11.8, Synergy_Loewe=-0.884, Synergy_HSA=0.672.